Dataset: Forward reaction prediction with 1.9M reactions from USPTO patents (1976-2016). Task: Predict the product of the given reaction. (1) Given the reactants [N+]([C:4]1[CH:5]=[C:6]2[C:10](=[CH:11][CH:12]=1)[NH:9][N:8]=[C:7]2[C:13]1[CH:18]=[CH:17][CH:16]=[CH:15][CH:14]=1)([O-])=O.[H][H].C(OCC)(=[O:23])C, predict the reaction product. The product is: [C:13]1([C:7]2[C:6]3[C:10](=[CH:11][CH:12]=[C:4]([OH:23])[CH:5]=3)[NH:9][N:8]=2)[CH:18]=[CH:17][CH:16]=[CH:15][CH:14]=1. (2) Given the reactants [C:1]1(/[CH:7]=[N:8]/[N:9]2[C:17]3[C:12](=[N:13][CH:14]=[C:15]([C:18]4[CH:19]=[N:20][N:21]([CH:23]5[CH2:28][CH2:27][N:26]([C:29]([O:31][C:32]([CH3:35])([CH3:34])[CH3:33])=[O:30])[CH2:25][CH2:24]5)[CH:22]=4)[CH:16]=3)[CH:11]=[CH:10]2)[CH:6]=[CH:5][CH:4]=[CH:3][CH:2]=1.[BH4-].[Na+], predict the reaction product. The product is: [CH2:7]([NH:8][N:9]1[C:17]2[C:12](=[N:13][CH:14]=[C:15]([C:18]3[CH:19]=[N:20][N:21]([CH:23]4[CH2:24][CH2:25][N:26]([C:29]([O:31][C:32]([CH3:35])([CH3:34])[CH3:33])=[O:30])[CH2:27][CH2:28]4)[CH:22]=3)[CH:16]=2)[CH:11]=[CH:10]1)[C:1]1[CH:6]=[CH:5][CH:4]=[CH:3][CH:2]=1. (3) The product is: [Cl:1][C:2]1[CH:7]=[CH:6][C:5]([S:8][C:9]2[C:17]3[C:12]([N:13]([CH3:30])[CH:14]=[CH:15][CH:16]=3)=[N:11][C:10]=2[C:18]2[CH:27]=[CH:26][C:21]3[O:22][CH2:23][CH2:24][O:25][C:20]=3[CH:19]=2)=[CH:4][CH:3]=1. Given the reactants [Cl:1][C:2]1[CH:7]=[CH:6][C:5]([S:8][C:9]2[C:17]3[C:12](=[N:13][CH:14]=[CH:15][CH:16]=3)[NH:11][C:10]=2[C:18]2[CH:27]=[CH:26][C:21]3[O:22][CH2:23][CH2:24][O:25][C:20]=3[CH:19]=2)=[CH:4][CH:3]=1.IC.[CH3:30]CN(C(C)C)C(C)C, predict the reaction product. (4) Given the reactants [Cl:1][C:2]1[N:11]=[C:10]([NH:12][C:13]2[NH:14][N:15]=[C:16]([CH:18]3[CH2:20][CH2:19]3)[CH:17]=2)[C:9]2[C:4](=[CH:5][CH:6]=[C:7](I)[CH:8]=2)[N:3]=1.[Cl:22][C:23]1[CH:28]=[CH:27][CH:26]=[CH:25][C:24]=1B(O)O.C1([O-])C=CC=CC=1.[K+].C([O-])(O)=O.[Na+], predict the reaction product. The product is: [Cl:1][C:2]1[N:11]=[C:10]([NH:12][C:13]2[NH:14][N:15]=[C:16]([CH:18]3[CH2:20][CH2:19]3)[CH:17]=2)[C:9]2[C:4](=[CH:5][CH:6]=[C:7]([C:24]3[CH:25]=[CH:26][CH:27]=[CH:28][C:23]=3[Cl:22])[CH:8]=2)[N:3]=1.